This data is from Catalyst prediction with 721,799 reactions and 888 catalyst types from USPTO. The task is: Predict which catalyst facilitates the given reaction. (1) Reactant: [NH:1]1[CH2:4][CH:3]([N:5]2[CH2:10][CH2:9][N:8]([C:11]([C:13]3[S:14][CH:15]=[CH:16][N:17]=3)=[O:12])[CH2:7][CH2:6]2)[CH2:2]1.[F:18][C:19]1[CH:24]=[CH:23][C:22]([C:25]2[C:33]3[C:28](=[CH:29][C:30]([C:34](O)=[O:35])=[CH:31][CH:32]=3)[NH:27][CH:26]=2)=[CH:21][CH:20]=1.CCN(CC)CC.CN(C(ON1N=NC2C=CC=NC1=2)=[N+](C)C)C.F[P-](F)(F)(F)(F)F. Product: [F:18][C:19]1[CH:24]=[CH:23][C:22]([C:25]2[C:33]3[C:28](=[CH:29][C:30]([C:34]([N:1]4[CH2:2][CH:3]([N:5]5[CH2:6][CH2:7][N:8]([C:11]([C:13]6[S:14][CH:15]=[CH:16][N:17]=6)=[O:12])[CH2:9][CH2:10]5)[CH2:4]4)=[O:35])=[CH:31][CH:32]=3)[NH:27][CH:26]=2)=[CH:21][CH:20]=1. The catalyst class is: 34. (2) Reactant: [C:1]1([N:7]=[C:8]([S:15][CH2:16][CH:17]2[CH2:19][CH2:18]2)[C:9]#[C:10][Si](C)(C)C)[CH:6]=[CH:5][CH:4]=[CH:3][CH:2]=1.C(=O)([O-])[O-].[K+].[K+].[F:26][C:27]1[CH:32]=[CH:31][C:30]([SH:33])=[CH:29][CH:28]=1. Product: [F:26][C:27]1[CH:32]=[CH:31][C:30]([S:33][CH:10]=[CH:9][C:8](=[N:7][C:1]2[CH:6]=[CH:5][CH:4]=[CH:3][CH:2]=2)[S:15][CH2:16][CH:17]2[CH2:19][CH2:18]2)=[CH:29][CH:28]=1. The catalyst class is: 5. (3) Reactant: [O:1]1[C:5]2[CH:6]=[CH:7][CH:8]=[CH:9][C:4]=2[CH:3]=[C:2]1[C:10]([NH:12][CH2:13][CH2:14][O:15][C:16]1[CH:26]=[CH:25][C:19]([C:20]([O:22][CH2:23][CH3:24])=O)=[CH:18][CH:17]=1)=[O:11].P12(SP3(SP(SP(S3)(S1)=S)(=S)S2)=S)=[S:28].C[Si](C)(C)O[Si](C)(C)C. Product: [O:1]1[C:5]2[CH:6]=[CH:7][CH:8]=[CH:9][C:4]=2[CH:3]=[C:2]1[C:10]([NH:12][CH2:13][CH2:14][O:15][C:16]1[CH:26]=[CH:25][C:19]([C:20]([O:22][CH2:23][CH3:24])=[S:28])=[CH:18][CH:17]=1)=[O:11]. The catalyst class is: 8. (4) Reactant: [NH:1]1[CH2:6][CH2:5][CH:4]([OH:7])[CH2:3][CH2:2]1.[C:8]1([S:14]([CH:17]=[C:18]2[CH2:21][O:20][CH2:19]2)(=[O:16])=[O:15])[CH:13]=[CH:12][CH:11]=[CH:10][CH:9]=1. Product: [C:8]1([S:14]([CH2:17][C:18]2([N:1]3[CH2:6][CH2:5][CH:4]([OH:7])[CH2:3][CH2:2]3)[CH2:21][O:20][CH2:19]2)(=[O:16])=[O:15])[CH:9]=[CH:10][CH:11]=[CH:12][CH:13]=1. The catalyst class is: 5. (5) Reactant: [OH:1][C@@H:2]1[CH2:22][C:21]2[C@:16]([CH3:24])([CH2:17][CH2:18][C:19](=[O:23])[CH:20]=2)[C@@H:15]2[C@@H:3]1[C@H:4]1[C@:12]([CH3:25])([CH2:13][CH2:14]2)[C@@H:7]([C@H:8]([CH3:11])[CH2:9][OH:10])[CH2:6][CH2:5]1.N1C=CN=C1.ClCCl.[C:34]([Si:38]([CH3:41])([CH3:40])Cl)([CH3:37])([CH3:36])[CH3:35]. Product: [Si:38]([O:10][CH2:9][C@@H:8]([CH3:11])[C@@H:7]1[C@:12]2([CH3:25])[C@H:4]([C@H:3]3[C@H:15]([CH2:14][CH2:13]2)[C@:16]2([CH3:24])[C:21](=[CH:20][C:19](=[O:23])[CH2:18][CH2:17]2)[CH2:22][C@H:2]3[OH:1])[CH2:5][CH2:6]1)([C:34]([CH3:37])([CH3:36])[CH3:35])([CH3:41])[CH3:40]. The catalyst class is: 6. (6) Reactant: [F:1][C:2]1[CH:21]=[C:20]([F:22])[CH:19]=[CH:18][C:3]=1[O:4][CH:5]1[CH2:10][CH2:9][N:8](C(OC(C)(C)C)=O)[CH2:7][CH2:6]1. Product: [F:1][C:2]1[CH:21]=[C:20]([F:22])[CH:19]=[CH:18][C:3]=1[O:4][CH:5]1[CH2:6][CH2:7][NH:8][CH2:9][CH2:10]1. The catalyst class is: 818. (7) Reactant: N#N.[Br:3][C:4]1[S:5][C:6]([CH2:9][OH:10])=[CH:7][N:8]=1.CCN(CC)CC.[S:18](Cl)([CH3:21])(=[O:20])=[O:19]. Product: [CH3:21][S:18]([O:10][CH2:9][C:6]1[S:5][C:4]([Br:3])=[N:8][CH:7]=1)(=[O:20])=[O:19]. The catalyst class is: 64.